Dataset: Forward reaction prediction with 1.9M reactions from USPTO patents (1976-2016). Task: Predict the product of the given reaction. (1) Given the reactants Cl.[C:2]([C:4]1[CH:9]=[CH:8][C:7]([C:10]2[CH:11]=[C:12]3[N:25]([CH2:26][CH2:27][CH2:28][NH:29]C(=O)OC(C)(C)C)[CH:24]=[CH:23][C:13]3=[N:14][C:15]=2[C:16]2[CH:21]=[CH:20][C:19]([CH3:22])=[CH:18][CH:17]=2)=[CH:6][CH:5]=1)#[N:3], predict the reaction product. The product is: [NH2:29][CH2:28][CH2:27][CH2:26][N:25]1[C:12]2[C:13](=[N:14][C:15]([C:16]3[CH:17]=[CH:18][C:19]([CH3:22])=[CH:20][CH:21]=3)=[C:10]([C:7]3[CH:8]=[CH:9][C:4]([C:2]#[N:3])=[CH:5][CH:6]=3)[CH:11]=2)[CH:23]=[CH:24]1. (2) Given the reactants I[C:2]1[CH:3]=[C:4]([CH:7]=[CH:8][CH:9]=1)[C:5]#[N:6].[Cl:10][C:11]1[CH:12]=[CH:13][C:14]([O:20][CH3:21])=[C:15](B(O)O)[CH:16]=1, predict the reaction product. The product is: [Cl:10][C:11]1[CH:16]=[CH:15][C:14]([O:20][CH3:21])=[C:13]([C:2]2[CH:9]=[CH:8][CH:7]=[C:4]([C:5]#[N:6])[CH:3]=2)[CH:12]=1. (3) Given the reactants [O:1]=[C:2]1[C:11]2[C:6](=[CH:7][CH:8]=[CH:9][CH:10]=2)[C:5]2[CH2:12][C:13]3[CH:14]=[C:15]([NH:19][C:20](=[O:23])[CH2:21]Cl)[CH:16]=[CH:17][C:18]=3[C:4]=2[NH:3]1.C(N(CC)CC)C.[C:31]1([C:37]2[CH2:42][CH2:41][NH:40][CH2:39][CH:38]=2)[CH:36]=[CH:35][CH:34]=[CH:33][CH:32]=1, predict the reaction product. The product is: [O:1]=[C:2]1[C:11]2[C:6](=[CH:7][CH:8]=[CH:9][CH:10]=2)[C:5]2[CH2:12][C:13]3[CH:14]=[C:15]([NH:19][C:20](=[O:23])[CH2:21][N:40]4[CH2:39][CH:38]=[C:37]([C:31]5[CH:36]=[CH:35][CH:34]=[CH:33][CH:32]=5)[CH2:42][CH2:41]4)[CH:16]=[CH:17][C:18]=3[C:4]=2[NH:3]1. (4) The product is: [CH:11]1([NH:17][C:2]2[C:7]([N+:8]([O-:10])=[O:9])=[CH:6][CH:5]=[CH:4][N:3]=2)[CH2:16][CH2:15][CH2:14][CH2:13][CH2:12]1. Given the reactants Cl[C:2]1[C:7]([N+:8]([O-:10])=[O:9])=[CH:6][CH:5]=[CH:4][N:3]=1.[CH:11]1([NH2:17])[CH2:16][CH2:15][CH2:14][CH2:13][CH2:12]1.C(=O)([O-])[O-].[K+].[K+], predict the reaction product.